Task: Predict the reactants needed to synthesize the given product.. Dataset: Full USPTO retrosynthesis dataset with 1.9M reactions from patents (1976-2016) (1) Given the product [NH2:14][C:11]1[N:10]=[C:9]([C:15]2[CH:20]=[CH:19][CH:18]=[CH:17][CH:16]=2)[C:8]([C:6]2[CH:7]=[CH:2][C:3](=[O:24])[N:4]([CH:21]([CH3:23])[CH3:22])[N:5]=2)=[CH:13][C:12]=1[Cl:25], predict the reactants needed to synthesize it. The reactants are: C[C:2]1[C:3](=[O:24])[N:4]([CH:21]([CH3:23])[CH3:22])[N:5]=[C:6]([C:8]2[C:9]([C:15]3[CH:20]=[CH:19][CH:18]=[CH:17][CH:16]=3)=[N:10][C:11]([NH2:14])=[CH:12][CH:13]=2)[CH:7]=1.[Cl:25]N1C(=O)CCC1=O.O.CCOC(C)=O. (2) The reactants are: [OH-].[Na+].C[O:4][C:5]([C:7]12[CH2:14][CH2:13][CH:12]=[C:11]1[CH2:10][N:9]([C:15]([O:17][CH2:18][C:19]1[CH:24]=[CH:23][CH:22]=[CH:21][CH:20]=1)=[O:16])[CH2:8]2)=[O:6]. Given the product [CH2:18]([O:17][C:15]([N:9]1[CH2:10][C:11]2[C:7]([C:5]([OH:6])=[O:4])([CH2:14][CH2:13][CH:12]=2)[CH2:8]1)=[O:16])[C:19]1[CH:24]=[CH:23][CH:22]=[CH:21][CH:20]=1, predict the reactants needed to synthesize it. (3) Given the product [C:1]([NH:10][C:11]1[CH:12]=[CH:13][C:14]([C:17](=[O:24])[CH2:18][CH2:19][C:20]([OH:22])=[O:21])=[CH:15][CH:16]=1)(=[O:8])[C:2]1[CH:7]=[CH:6][CH:5]=[CH:4][CH:3]=1, predict the reactants needed to synthesize it. The reactants are: [C:1](Cl)(=[O:8])[C:2]1[CH:7]=[CH:6][CH:5]=[CH:4][CH:3]=1.[NH2:10][C:11]1[CH:16]=[CH:15][C:14]([C:17](=[O:24])[CH2:18][CH2:19][C:20]([O:22]C)=[O:21])=[CH:13][CH:12]=1. (4) Given the product [Br:1][C:2]1[CH:7]=[CH:6][C:5]([N:8]([C:9]2[CH:16]=[CH:15][C:12]([C:13]#[N:14])=[CH:11][CH:10]=2)[C:18](=[O:19])[O:20][C:21]([CH3:24])([CH3:23])[CH3:22])=[CH:4][C:3]=1[CH3:17], predict the reactants needed to synthesize it. The reactants are: [Br:1][C:2]1[CH:7]=[CH:6][C:5]([NH:8][C:9]2[CH:16]=[CH:15][C:12]([C:13]#[N:14])=[CH:11][CH:10]=2)=[CH:4][C:3]=1[CH3:17].[C:18](O[C:18]([O:20][C:21]([CH3:24])([CH3:23])[CH3:22])=[O:19])([O:20][C:21]([CH3:24])([CH3:23])[CH3:22])=[O:19]. (5) Given the product [CH2:1]([O:3][P:4]([C:9]([F:11])([F:10])[C:12]1[CH:17]=[CH:16][CH:15]=[CH:14][C:13]=1[NH:18][C:46]([C:43]1[CH:42]=[CH:41][C:40]([C:37]2[CH:38]=[CH:39][C:34]([O:33][CH2:25][CH2:26][CH2:27][CH2:28][CH2:29][CH2:30][CH2:31][CH3:32])=[CH:35][CH:36]=2)=[CH:45][CH:44]=1)=[O:47])(=[O:8])[O:5][CH2:6][CH3:7])[CH3:2], predict the reactants needed to synthesize it. The reactants are: [CH2:1]([O:3][P:4]([C:9]([C:12]1[CH:17]=[CH:16][CH:15]=[CH:14][C:13]=1[NH2:18])([F:11])[F:10])(=[O:8])[O:5][CH2:6][CH3:7])[CH3:2].N1C=CC=CC=1.[CH2:25]([O:33][C:34]1[CH:39]=[CH:38][C:37]([C:40]2[CH:45]=[CH:44][C:43]([C:46](Cl)=[O:47])=[CH:42][CH:41]=2)=[CH:36][CH:35]=1)[CH2:26][CH2:27][CH2:28][CH2:29][CH2:30][CH2:31][CH3:32].CCOC(C)=O. (6) Given the product [CH:13]1([NH:16][CH2:5][C:4]2[CH:7]=[C:8]([N+:10]([O-:12])=[O:11])[CH:9]=[C:2]([F:1])[CH:3]=2)[CH2:15][CH2:14]1, predict the reactants needed to synthesize it. The reactants are: [F:1][C:2]1[CH:3]=[C:4]([CH:7]=[C:8]([N+:10]([O-:12])=[O:11])[CH:9]=1)[CH2:5]Br.[CH:13]1([NH2:16])[CH2:15][CH2:14]1. (7) Given the product [Br:1][C:2]1[CH:3]=[C:4]([S:8]([NH:16][C:12]([CH3:15])([CH3:14])[CH3:13])(=[O:10])=[O:9])[CH:5]=[N:6][CH:7]=1, predict the reactants needed to synthesize it. The reactants are: [Br:1][C:2]1[CH:3]=[C:4]([S:8](Cl)(=[O:10])=[O:9])[CH:5]=[N:6][CH:7]=1.[C:12]([NH2:16])([CH3:15])([CH3:14])[CH3:13]. (8) The reactants are: [NH:1]([C:21]([O:23][C:24]([CH3:27])([CH3:26])[CH3:25])=[O:22])[C@H:2]([C:18](O)=[O:19])[CH2:3][C:4]1[CH:9]=[CH:8][C:7]([O:10][CH2:11][C:12]2[CH:17]=[CH:16][CH:15]=[CH:14][CH:13]=2)=[CH:6][CH:5]=1.[NH2:28][C@H:29]([C:34]([O:36][CH2:37][C:38]1[CH:43]=[CH:42][CH:41]=[CH:40][CH:39]=1)=[O:35])[CH2:30][CH:31]([CH3:33])[CH3:32].C1C=CC2N(O)N=NC=2C=1.O.CCN=C=NCCCN(C)C.Cl. Given the product [NH:1]([C:21]([O:23][C:24]([CH3:27])([CH3:26])[CH3:25])=[O:22])[C@H:2]([C:18]([NH:28][C@H:29]([C:34]([O:36][CH2:37][C:38]1[CH:43]=[CH:42][CH:41]=[CH:40][CH:39]=1)=[O:35])[CH2:30][CH:31]([CH3:33])[CH3:32])=[O:19])[CH2:3][C:4]1[CH:9]=[CH:8][C:7]([O:10][CH2:11][C:12]2[CH:17]=[CH:16][CH:15]=[CH:14][CH:13]=2)=[CH:6][CH:5]=1, predict the reactants needed to synthesize it.